This data is from Full USPTO retrosynthesis dataset with 1.9M reactions from patents (1976-2016). The task is: Predict the reactants needed to synthesize the given product. (1) The reactants are: [C:1]1([C:7]2[N:8]=[C:9]([C:23]3[CH:28]=[CH:27][N:26]=[C:25]([NH:29]C(=O)C)[CH:24]=3)[S:10][C:11]=2[C:12]2[N:16]=[CH:15][N:14]([CH:17]3[CH2:22][CH2:21][CH2:20][CH2:19][O:18]3)[N:13]=2)[CH:6]=[CH:5][CH:4]=[CH:3][CH:2]=1.O1CCCC1.CO.[OH-].[Na+]. Given the product [C:1]1([C:7]2[N:8]=[C:9]([C:23]3[CH:28]=[CH:27][N:26]=[C:25]([NH2:29])[CH:24]=3)[S:10][C:11]=2[C:12]2[N:16]=[CH:15][N:14]([CH:17]3[CH2:22][CH2:21][CH2:20][CH2:19][O:18]3)[N:13]=2)[CH:2]=[CH:3][CH:4]=[CH:5][CH:6]=1, predict the reactants needed to synthesize it. (2) Given the product [NH2:6][C:5]1[N:13]([CH2:12][CH2:11][OH:10])[N:14]=[C:3]([C:2]([CH3:9])([CH3:8])[CH3:1])[CH:4]=1, predict the reactants needed to synthesize it. The reactants are: [CH3:1][C:2]([CH3:9])([CH3:8])[C:3](=O)[CH2:4][C:5]#[N:6].[OH:10][CH2:11][CH2:12][NH:13][NH2:14]. (3) Given the product [CH3:1][C:2]1[C:10]([N+:11]([O-:13])=[O:12])=[CH:9][C:5]([C:6]([NH2:20])=[O:7])=[CH:4][C:3]=1[N+:14]([O-:16])=[O:15], predict the reactants needed to synthesize it. The reactants are: [CH3:1][C:2]1[C:10]([N+:11]([O-:13])=[O:12])=[CH:9][C:5]([C:6](O)=[O:7])=[CH:4][C:3]=1[N+:14]([O-:16])=[O:15].S(N)([NH2:20])(=O)=O.O. (4) Given the product [C:1]([O:5][C:6]([N:8]1[CH2:14][CH2:13][C:12]2[CH:15]=[CH:16][C:17]([C:30](=[O:31])[C:20]3[CH:25]=[CH:24][CH:23]=[CH:22][CH:21]=3)=[CH:18][C:11]=2[C@H:10]([CH3:19])[CH2:9]1)=[O:7])([CH3:4])([CH3:2])[CH3:3], predict the reactants needed to synthesize it. The reactants are: [C:1]([O:5][C:6]([N:8]1[CH2:14][CH2:13][C:12]2[CH:15]=[CH:16][CH:17]=[CH:18][C:11]=2[CH:10]([CH3:19])[CH2:9]1)=[O:7])([CH3:4])([CH3:3])[CH3:2].[C:20]1([Mg]Br)[CH:25]=[CH:24][CH:23]=[CH:22][CH:21]=1.C1C[O:31][CH2:30]C1.